This data is from Reaction yield outcomes from USPTO patents with 853,638 reactions. The task is: Predict the reaction yield, written as a fraction of the theoretical maximum amount of product (1.0 means a 100% yield; for example, 0.34 means a 34% yield). (1) The reactants are [CH3:1][CH:2]1[CH2:7][N:6](C(OCC2C=CC=CC=2)=O)[CH2:5][CH:4]([CH3:18])[N:3]1[C:19]([O:21][C:22]([CH3:25])([CH3:24])[CH3:23])=[O:20]. The catalyst is CO.[Pd]. The product is [CH3:18][CH:4]1[CH2:5][NH:6][CH2:7][CH:2]([CH3:1])[N:3]1[C:19]([O:21][C:22]([CH3:24])([CH3:23])[CH3:25])=[O:20]. The yield is 1.00. (2) The reactants are [F:1][C:2]1[CH:17]=[CH:16][C:5]([O:6][CH2:7][CH2:8][CH2:9][C:10]2[N:14]=[C:13]([NH2:15])[NH:12][N:11]=2)=[CH:4][CH:3]=1.[CH3:18][CH:19]([C:21](=O)[CH2:22][C:23](=O)[CH:24]([CH3:26])[CH3:25])[CH3:20].ClC1C=CC(OCCCC2N=C(N)NN=2)=CC=1.FC1C=CC(O)=CC=1. No catalyst specified. The product is [F:1][C:2]1[CH:3]=[CH:4][C:5]([O:6][CH2:7][CH2:8][CH2:9][C:10]2[N:14]=[C:13]3[N:15]=[C:21]([CH:19]([CH3:20])[CH3:18])[CH:22]=[C:23]([CH:24]([CH3:26])[CH3:25])[N:12]3[N:11]=2)=[CH:16][CH:17]=1.[F:1][C:2]1[CH:3]=[CH:4][C:5]([O:6][CH2:7][CH2:8][CH2:9][C:10]2[N:14]=[C:13]([NH2:15])[NH:12][N:11]=2)=[CH:16][CH:17]=1. The yield is 0.610. (3) The reactants are C([O:4][CH2:5][CH2:6][N:7]([CH2:31][CH2:32][C:33]1[CH:38]=[CH:37][CH:36]=[CH:35][CH:34]=1)[C:8](=[O:30])[NH:9][C@@H:10]([CH2:19][C:20]1[CH:25]=[CH:24][C:23]([NH:26][C:27](=[O:29])[CH3:28])=[CH:22][CH:21]=1)[C:11]([NH:13][CH2:14][CH2:15][N:16]([CH3:18])[CH3:17])=[O:12])(=O)C.[OH-].[Li+]. The catalyst is O1CCCC1. The product is [C:27]([NH:26][C:23]1[CH:22]=[CH:21][C:20]([CH2:19][C@H:10]([NH:9][C:8]([N:7]([CH2:6][CH2:5][OH:4])[CH2:31][CH2:32][C:33]2[CH:34]=[CH:35][CH:36]=[CH:37][CH:38]=2)=[O:30])[C:11]([NH:13][CH2:14][CH2:15][N:16]([CH3:17])[CH3:18])=[O:12])=[CH:25][CH:24]=1)(=[O:29])[CH3:28]. The yield is 0.970.